This data is from Full USPTO retrosynthesis dataset with 1.9M reactions from patents (1976-2016). The task is: Predict the reactants needed to synthesize the given product. (1) Given the product [C:1]([O:5][C:6]([N:8]1[CH2:13][CH2:12][CH:11]([NH:14][C:29]([O:28][CH2:27][C:24]2[CH:25]=[CH:26][CH:21]=[CH:22][CH:23]=2)=[O:30])[CH:10]([F:15])[CH2:9]1)=[O:7])([CH3:4])([CH3:2])[CH3:3], predict the reactants needed to synthesize it. The reactants are: [C:1]([O:5][C:6]([N:8]1[CH2:13][CH2:12][CH:11]([NH2:14])[CH:10]([F:15])[CH2:9]1)=[O:7])([CH3:4])([CH3:3])[CH3:2].C(=O)([O-])O.[Na+].[CH:21]1[CH:26]=[CH:25][C:24]([CH2:27][O:28][C:29](Cl)=[O:30])=[CH:23][CH:22]=1. (2) Given the product [Br:1][C:2]1[CH:3]=[CH:4][C:5]([C@H:8]([NH:13][C@@H:14]([CH2:18][CH:19]([Cl:21])[Cl:20])[C:15]([NH:23][C:24]2([C:27]#[N:28])[CH2:26][CH2:25]2)=[O:17])[C:9]([F:10])([F:11])[F:12])=[CH:6][CH:7]=1, predict the reactants needed to synthesize it. The reactants are: [Br:1][C:2]1[CH:7]=[CH:6][C:5]([C@H:8]([NH:13][C@@H:14]([CH2:18][CH:19]([Cl:21])[Cl:20])[C:15]([OH:17])=O)[C:9]([F:12])([F:11])[F:10])=[CH:4][CH:3]=1.Cl.[NH2:23][C:24]1([C:27]#[N:28])[CH2:26][CH2:25]1.CN(C(ON1N=NC2C=CC=NC1=2)=[N+](C)C)C.F[P-](F)(F)(F)(F)F.C(N(CC)CC)C.C([O-])(O)=O.[Na+]. (3) Given the product [CH:1]1([C:4]2[C:13]3[CH2:12][N:11]([C:14]4[CH:23]=[C:22]5[C:17]([CH2:18][CH2:19][CH:20]([C:24]6[C:29]([F:30])=[CH:28][CH:27]=[CH:26][N:25]=6)[O:21]5)=[CH:16][C:15]=4[CH3:31])[C:10](=[O:32])[NH:9][C:8]=3[CH:7]=[C:6]([CH2:33][CH2:34][C:35]([OH:37])=[O:36])[N:5]=2)[CH2:2][CH2:3]1, predict the reactants needed to synthesize it. The reactants are: [CH:1]1([C:4]2[C:13]3[CH2:12][N:11]([C:14]4[CH:23]=[C:22]5[C:17]([CH2:18][CH2:19][CH:20]([C:24]6[C:29]([F:30])=[CH:28][CH:27]=[CH:26][N:25]=6)[O:21]5)=[CH:16][C:15]=4[CH3:31])[C:10](=[O:32])[NH:9][C:8]=3[CH:7]=[C:6](/[CH:33]=[CH:34]/[C:35]([OH:37])=[O:36])[N:5]=2)[CH2:3][CH2:2]1. (4) Given the product [C:9]1(=[N:7][OH:8])[CH:12]2[CH2:13][C:14]3[CH:15]=[CH:16][CH:17]=[CH:18][C:19]=3[CH:11]2[CH2:10]1, predict the reactants needed to synthesize it. The reactants are: C([O-])(=O)C.[Na+].Cl.[NH2:7][OH:8].[C:9]1(=O)[CH:12]2[CH2:13][C:14]3[CH:15]=[CH:16][CH:17]=[CH:18][C:19]=3[CH:11]2[CH2:10]1.